This data is from Reaction yield outcomes from USPTO patents with 853,638 reactions. The task is: Predict the reaction yield, written as a fraction of the theoretical maximum amount of product (1.0 means a 100% yield; for example, 0.34 means a 34% yield). (1) The reactants are Br[C:2]1[CH:24]=[CH:23][C:5]2[C:6]3[N:7]([CH:11]=[C:12]([C:14]4[N:18]([CH:19]([CH3:21])[CH3:20])[N:17]=[C:16]([CH3:22])[N:15]=4)[N:13]=3)[CH2:8][CH2:9][O:10][C:4]=2[CH:3]=1.C([O-])(=O)C.[K+].[CH3:30][N:31]1[CH:35]=[CH:34][C:33](B2OC(C)(C)C(C)(C)O2)=[N:32]1. The catalyst is C(#N)C.CCOC(C)=O.C1C=CC([P]([Pd]([P](C2C=CC=CC=2)(C2C=CC=CC=2)C2C=CC=CC=2)([P](C2C=CC=CC=2)(C2C=CC=CC=2)C2C=CC=CC=2)[P](C2C=CC=CC=2)(C2C=CC=CC=2)C2C=CC=CC=2)(C2C=CC=CC=2)C2C=CC=CC=2)=CC=1. The product is [CH:19]([N:18]1[C:14]([C:12]2[N:13]=[C:6]3[C:5]4[CH:23]=[CH:24][C:2]([C:34]5[CH:33]=[N:32][N:31]([CH3:30])[CH:35]=5)=[CH:3][C:4]=4[O:10][CH2:9][CH2:8][N:7]3[CH:11]=2)=[N:15][C:16]([CH3:22])=[N:17]1)([CH3:21])[CH3:20]. The yield is 0.550. (2) The reactants are C([O:4][CH2:5][C@:6]12[O:13][C@:10]([C:14]3[CH:19]=[CH:18][C:17]([Cl:20])=[C:16]([CH2:21][C:22]4[CH:27]=[CH:26][C:25]([O:28][CH2:29][CH3:30])=[CH:24][CH:23]=4)[CH:15]=3)([O:11][CH2:12]1)[C@H:9]([O:31][CH2:32][C:33]1[CH:38]=[CH:37][CH:36]=[CH:35][CH:34]=1)[C@@H:8]([O:39][CH2:40][C:41]1[CH:46]=[CH:45][CH:44]=[CH:43][CH:42]=1)[C@H:7]2[OH:47])(=O)C.C(=O)([O-])[O-].[K+].[K+].[Cl-].[NH4+]. The catalyst is CO. The product is [CH2:40]([O:39][C@@H:8]1[C@@H:9]([O:31][CH2:32][C:33]2[CH:34]=[CH:35][CH:36]=[CH:37][CH:38]=2)[C@:10]2([C:14]3[CH:19]=[CH:18][C:17]([Cl:20])=[C:16]([CH2:21][C:22]4[CH:23]=[CH:24][C:25]([O:28][CH2:29][CH3:30])=[CH:26][CH:27]=4)[CH:15]=3)[O:13][C@@:6]([CH2:5][OH:4])([CH2:12][O:11]2)[C@@H:7]1[OH:47])[C:41]1[CH:46]=[CH:45][CH:44]=[CH:43][CH:42]=1. The yield is 1.00. (3) The reactants are Br[CH2:2][C:3]([NH2:5])=[O:4].CN(C=O)C.C(=O)([O-])[O-].[Cs+].[Cs+].[OH:17][C:18]1[CH:27]=[CH:26][C:21]([C:22]([O:24][CH3:25])=[O:23])=[C:20]([O:28][CH3:29])[CH:19]=1. The catalyst is C(Cl)Cl. The product is [NH2:5][C:3](=[O:4])[CH2:2][O:17][C:18]1[CH:27]=[CH:26][C:21]([C:22]([O:24][CH3:25])=[O:23])=[C:20]([O:28][CH3:29])[CH:19]=1. The yield is 0.780. (4) The product is [Br:8][C:16]1[CH:15]=[CH:14][C:13]([OH:20])=[C:12]2[C:17]=1[CH:18]=[N:19][C:10]([Cl:9])=[N:11]2. The yield is 0.600. The catalyst is CN1C(=O)CCC1.C(OCC)(=O)C. The reactants are C1C(=O)N([Br:8])C(=O)C1.[Cl:9][C:10]1[N:19]=[CH:18][C:17]2[C:12](=[C:13]([OH:20])[CH:14]=[CH:15][CH:16]=2)[N:11]=1. (5) The reactants are [CH3:1][CH2:2][CH2:3][CH2:4][CH2:5][C:6]1[CH:7]=[C:8]([OH:23])[C:9]([C@H:13]2[C@H:18]([C:19]([CH3:21])=[CH2:20])[CH2:17][CH2:16][C:15]([CH3:22])=[CH:14]2)=[C:10]([OH:12])[CH:11]=1.[Si]([O:31][CH2:32][C:33]([O-:35])=[O:34])(C(C)(C)C)(C)C.F.F.F.C(N(CC)CC)C.C(=O)(O)[O-].[Na+].C(OCC)(=O)C. The catalyst is ClCCl. The product is [CH3:1][CH2:2][CH2:3][CH2:4][CH2:5][C:6]1[CH:11]=[C:10]([OH:12])[C:9]([C@H:13]2[C@H:18]([C:19]([CH3:21])=[CH2:20])[CH2:17][CH2:16][C:15]([CH3:22])=[CH:14]2)=[C:8]([OH:23])[CH:7]=1.[C:33]([O-:35])(=[O:34])[CH2:32][OH:31]. The yield is 0.950. (6) The reactants are [NH2:1][C:2]1[CH:3]=[C:4]2[C:20](=[O:21])[NH:19][N:18]=[CH:17][C:6]3=[C:7]([C:11]4[CH:16]=[CH:15][CH:14]=[CH:13][CH:12]=4)[NH:8][C:9]([CH:10]=1)=[C:5]23.[F:22][C:23]1[C:31]([F:32])=[CH:30][CH:29]=[CH:28][C:24]=1[C:25](O)=[O:26].C(N(CC)CC)C.F[P-](F)(F)(F)(F)F.N1(OC(N(C)C)=[N+](C)C)C2N=CC=CC=2N=N1. The catalyst is C(Cl)Cl.CN(C)C=O. The product is [F:22][C:23]1[C:31]([F:32])=[CH:30][CH:29]=[CH:28][C:24]=1[C:25]([NH:1][C:2]1[CH:3]=[C:4]2[C:20](=[O:21])[NH:19][N:18]=[CH:17][C:6]3=[C:7]([C:11]4[CH:12]=[CH:13][CH:14]=[CH:15][CH:16]=4)[NH:8][C:9]([CH:10]=1)=[C:5]23)=[O:26]. The yield is 0.450.